Dataset: Full USPTO retrosynthesis dataset with 1.9M reactions from patents (1976-2016). Task: Predict the reactants needed to synthesize the given product. (1) The reactants are: [Li+].[OH-].[O:3]=[C:4]1[N:10]([CH:11]2[CH2:16][CH2:15][N:14]([C:17]([O:19][C@@H:20]([C:32]([O:34]C)=[O:33])[CH2:21][C:22]3[CH:27]=[C:26]([CH3:28])[C:25]([O:29][CH3:30])=[C:24]([CH3:31])[CH:23]=3)=[O:18])[CH2:13][CH2:12]2)[CH2:9][CH2:8][C:7]2[CH:36]=[CH:37][CH:38]=[CH:39][C:6]=2[NH:5]1. Given the product [O:3]=[C:4]1[N:10]([CH:11]2[CH2:12][CH2:13][N:14]([C:17]([O:19][C@@H:20]([C:32]([OH:34])=[O:33])[CH2:21][C:22]3[CH:27]=[C:26]([CH3:28])[C:25]([O:29][CH3:30])=[C:24]([CH3:31])[CH:23]=3)=[O:18])[CH2:15][CH2:16]2)[CH2:9][CH2:8][C:7]2[CH:36]=[CH:37][CH:38]=[CH:39][C:6]=2[NH:5]1, predict the reactants needed to synthesize it. (2) Given the product [ClH:3].[CH3:14][O:12][C:11]([C@H:8]1[CH2:7][C@@H:6]([OH:5])[CH2:10][NH:9]1)=[O:13], predict the reactants needed to synthesize it. The reactants are: S(Cl)([Cl:3])=O.[OH:5][C@H:6]1[CH2:10][NH:9][C@@H:8]([C:11]([OH:13])=[O:12])[CH2:7]1.[CH3:14]O. (3) The reactants are: C([O:5][C:6](=[O:31])[CH2:7][N:8]1[CH2:16][CH2:15][N:14]([CH2:17][C:18]2[S:19][CH:20]=[CH:21][CH:22]=2)[CH2:13][CH2:12][N:11]([CH2:23][C:24]([O:26]C(C)(C)C)=[O:25])[CH2:10][CH2:9]1)(C)(C)C.Cl.C(OCC)C. Given the product [C:6]([CH2:7][N:8]1[CH2:16][CH2:15][N:14]([CH2:17][C:18]2[S:19][CH:20]=[CH:21][CH:22]=2)[CH2:13][CH2:12][N:11]([CH2:23][C:24]([OH:26])=[O:25])[CH2:10][CH2:9]1)([OH:31])=[O:5], predict the reactants needed to synthesize it. (4) Given the product [OH:8][CH:7]1[CH2:6][CH2:5][N:4]([C:9]([O:11][C:2]([CH3:7])([CH3:3])[CH3:1])=[O:10])[CH2:3][C:2]1([CH3:12])[CH3:1], predict the reactants needed to synthesize it. The reactants are: [CH3:1][C:2]1([CH3:12])[C:7](=[O:8])[CH2:6][CH2:5][N:4]([C:9]([O-:11])=[O:10])[CH2:3]1.[BH4-].[Na+]. (5) Given the product [CH:11]1[C:12]2[C:7](=[N:6][C:5]([CH2:4][NH2:1])=[C:18]3[C:13]=2[CH:14]=[CH:15][CH:16]=[CH:17]3)[CH:8]=[CH:9][CH:10]=1, predict the reactants needed to synthesize it. The reactants are: [N:1]([CH2:4][C:5]1[N:6]=[C:7]2[C:12](=[C:13]3[C:18]=1[CH:17]=[CH:16][CH:15]=[CH:14]3)[CH:11]=[CH:10][CH:9]=[CH:8]2)=[N+]=[N-]. (6) The reactants are: [CH2:1]([N:3]1[CH:7]=[C:6]([C:8]2[CH:13]=[C:12]([O:14][C:15]3[CH:16]=[CH:17][C:18]([C:22]4[C:23]([O:32]C)=[N:24][C:25]([NH:28][CH:29]([CH3:31])[CH3:30])=[N:26][CH:27]=4)=[N:19][C:20]=3[CH3:21])[CH:11]=[CH:10][N:9]=2)[CH:5]=[N:4]1)[CH3:2].Br. Given the product [CH2:1]([N:3]1[CH:7]=[C:6]([C:8]2[CH:13]=[C:12]([O:14][C:15]3[CH:16]=[CH:17][C:18]([C:22]4[C:23](=[O:32])[NH:24][C:25]([NH:28][CH:29]([CH3:31])[CH3:30])=[N:26][CH:27]=4)=[N:19][C:20]=3[CH3:21])[CH:11]=[CH:10][N:9]=2)[CH:5]=[N:4]1)[CH3:2], predict the reactants needed to synthesize it. (7) Given the product [Br:1][C:2]1[CH:3]=[CH:4][C:5]2[N:9]([CH3:13])[NH:8][NH:7][C:6]=2[CH:10]=1, predict the reactants needed to synthesize it. The reactants are: [Br:1][C:2]1[CH:3]=[CH:4][C:5]2[N:9]=[N:8][NH:7][C:6]=2[CH:10]=1.[H-].[Na+].[CH3:13]I. (8) Given the product [NH2:29][C:28]1[CH:14]=[C:13]([C:9]2[CH:10]=[CH:11][CH:12]=[C:7]([Cl:6])[CH:8]=2)[S:19][C:20]=1[C:21]([O:23][CH3:24])=[O:22], predict the reactants needed to synthesize it. The reactants are: P(Cl)(Cl)(Cl)=O.[Cl:6][C:7]1[CH:8]=[C:9]([C:13](=O)[CH3:14])[CH:10]=[CH:11][CH:12]=1.Cl.NO.[SH:19][CH2:20][C:21]([O:23][CH3:24])=[O:22].C[O-].[Na+].[CH3:28][N:29](C)C=O.